This data is from Full USPTO retrosynthesis dataset with 1.9M reactions from patents (1976-2016). The task is: Predict the reactants needed to synthesize the given product. Given the product [Cl:25][C:26]1[CH:27]=[CH:28][C:29]([S:32][C:33]2[C:41]3[C:36](=[CH:37][CH:38]=[CH:39][C:40]=3[CH3:42])[NH:35][C:34]=2[C:43]([O:45][CH3:2])=[O:44])=[CH:30][CH:31]=1, predict the reactants needed to synthesize it. The reactants are: Cl[C:2]1C=C(SC2C3C(=CC(C)=CC=3)NC=2CCC(N)=O)C=C(Cl)C=1.[Cl:25][C:26]1[CH:31]=[CH:30][C:29]([S:32][C:33]2[C:41]3[C:36](=[CH:37][CH:38]=[CH:39][C:40]=3[CH3:42])[NH:35][C:34]=2[C:43]([OH:45])=[O:44])=[CH:28][CH:27]=1.C(Cl)(=O)C(Cl)=O.CO.